Dataset: Forward reaction prediction with 1.9M reactions from USPTO patents (1976-2016). Task: Predict the product of the given reaction. (1) The product is: [Cl:1][C:2]1[CH:7]=[CH:6][C:5]([C:8]2[NH:9][C:10]3[N:11]([N:15]=[CH:16][C:17]=3[C:18]([NH2:19])=[O:25])[C:12](=[O:14])[CH:13]=2)=[CH:4][C:3]=1[O:20][CH:21]([CH3:23])[CH3:22]. Given the reactants [Cl:1][C:2]1[CH:7]=[CH:6][C:5]([C:8]2[NH:9][C:10]3[N:11]([N:15]=[CH:16][C:17]=3[C:18]#[N:19])[C:12](=[O:14])[CH:13]=2)=[CH:4][C:3]=1[O:20][CH:21]([CH3:23])[CH3:22].C(=O)([O-])[O-:25].[K+].[K+].OO, predict the reaction product. (2) Given the reactants [CH2:1]([S:3]([C:6]1[CH:7]=[CH:8][C:9](C)=[C:10]([NH:12][C:13]2[O:14][C:15]([C:18]3[CH:19]=[C:20]([OH:24])[CH:21]=[CH:22][CH:23]=3)=[CH:16][N:17]=2)[CH:11]=1)(=[O:5])=[O:4])[CH3:2].C[C:27](C)([O-:29])C.[K+].[Cl:32][C:33]1[N:38]=[C:37](Cl)[CH:36]=[CH:35][N:34]=1, predict the reaction product. The product is: [Cl:32][C:33]1[N:38]=[C:37]([O:24][C:20]2[CH:19]=[C:18]([C:15]3[O:14][C:13]([NH:12][C:10]4[CH:11]=[C:6]([S:3]([CH2:1][CH3:2])(=[O:4])=[O:5])[CH:7]=[CH:8][C:9]=4[O:29][CH3:27])=[N:17][CH:16]=3)[CH:23]=[CH:22][CH:21]=2)[CH:36]=[CH:35][N:34]=1. (3) Given the reactants [NH2:1][C:2]1[CH:7]=[CH:6][C:5]([C:8](=[O:10])[CH3:9])=[CH:4][CH:3]=1.N1[CH:16]=[CH:15][CH:14]=[CH:13][CH:12]=1.C1([S:27](Cl)(=[O:29])=[O:28])C2C(=CC=CC=2)C=CC=1.C(O[CH2:35][CH3:36])(=O)C.[CH2:37]1[CH2:41]OC[CH2:38]1, predict the reaction product. The product is: [C:8]([C:5]1[CH:6]=[CH:7][C:2]([NH:1][S:27]([C:12]2[CH:36]=[CH:35][C:41]3[C:14](=[CH:15][CH:16]=[CH:38][CH:37]=3)[CH:13]=2)(=[O:29])=[O:28])=[CH:3][CH:4]=1)(=[O:10])[CH3:9]. (4) Given the reactants [Na].[CH3:2][O:3][C:4]1[CH:9]=[CH:8][C:7]([CH2:10][SH:11])=[CH:6][CH:5]=1.Cl[CH2:13][CH2:14][O:15][CH2:16][CH2:17][O:18][CH2:19][CH2:20][OH:21].[Cl-].[NH4+], predict the reaction product. The product is: [CH3:2][O:3][C:4]1[CH:9]=[CH:8][C:7]([CH2:10][S:11][CH2:13][CH2:14][O:15][CH2:16][CH2:17][O:18][CH2:19][CH2:20][OH:21])=[CH:6][CH:5]=1. (5) The product is: [Cl:11][C:12]1[CH:32]=[C:31]([Cl:33])[C:30]([O:34][CH2:35][C:36]2[CH:37]=[CH:38][C:39]([O:42][CH3:43])=[CH:40][CH:41]=2)=[CH:29][C:13]=1[O:14][C:15]1[N:19]([CH3:20])[N:18]=[C:17]([CH:21]=[O:22])[C:16]=1[CH:27]=[CH2:28]. Given the reactants [H-].C([Al+]CC(C)C)C(C)C.[Cl:11][C:12]1[CH:32]=[C:31]([Cl:33])[C:30]([O:34][CH2:35][C:36]2[CH:41]=[CH:40][C:39]([O:42][CH3:43])=[CH:38][CH:37]=2)=[CH:29][C:13]=1[O:14][C:15]1[N:19]([CH3:20])[N:18]=[C:17]([C:21](N(OC)C)=[O:22])[C:16]=1[CH:27]=[CH2:28].O.O.O.O.O.O.O.O.O.O.S([O-])([O-])(=O)=O.[Mg+2], predict the reaction product. (6) Given the reactants [H-].[Na+].[C:3]([C:5]1[CH:10]=[CH:9][C:8]([CH2:11][C:12]#N)=[CH:7][CH:6]=1)#[N:4].I[CH3:15].C[N:17]([CH3:20])C=O, predict the reaction product. The product is: [C:3]([C:5]1[CH:10]=[CH:9][C:8]([C:11]([CH3:12])([CH3:15])[C:20]#[N:17])=[CH:7][CH:6]=1)#[N:4]. (7) Given the reactants C[O:2][C:3](=[O:10])[CH2:4][C:5](=[CH2:9])[C:6]([OH:8])=[O:7].[H][H].[CH3:13]OC(=O)C[C@@H](C)C(O)=O, predict the reaction product. The product is: [CH3:13][O:8][C:6](=[O:7])[CH:5]([CH3:9])[CH2:4][C:3]([OH:2])=[O:10].